From a dataset of Reaction yield outcomes from USPTO patents with 853,638 reactions. Predict the reaction yield, written as a fraction of the theoretical maximum amount of product (1.0 means a 100% yield; for example, 0.34 means a 34% yield). The product is [CH3:14][C:9]1[CH:10]=[CH:11][CH:12]=[C:13]2[C:8]=1[N:7]([CH2:15][CH2:16][C:17]1[CH:18]=[CH:19][CH:20]=[CH:21][CH:22]=1)[CH:6]=[C:5]2[C:3]([OH:4])=[O:2]. The catalyst is CO. The yield is 0.760. The reactants are C[O:2][C:3]([C:5]1[C:13]2[C:8](=[C:9]([CH3:14])[CH:10]=[CH:11][CH:12]=2)[N:7]([CH2:15][CH2:16][C:17]2[CH:22]=[CH:21][CH:20]=[CH:19][CH:18]=2)[CH:6]=1)=[O:4].[OH-].[Na+].Cl.